Task: Predict the reaction yield, written as a fraction of the theoretical maximum amount of product (1.0 means a 100% yield; for example, 0.34 means a 34% yield).. Dataset: Reaction yield outcomes from USPTO patents with 853,638 reactions (1) The reactants are [CH3:1][C:2]1([CH3:9])[CH2:7][CH2:6][C:5](=[O:8])[CH:4]=[CH:3]1. The catalyst is CCCCC.[Pd]. The product is [CH3:1][C:2]1([CH3:9])[CH2:7][CH2:6][C:5](=[O:8])[CH2:4][CH2:3]1. The yield is 0.750. (2) The reactants are [NH:1]1[CH2:6][CH2:5][CH:4]([C:7]2[CH:8]=[C:9]3[C:14](=[CH:15][CH:16]=2)[N:13]=[CH:12][CH:11]=[C:10]3[NH:17][C:18]([NH:20][C:21]2[CH:26]=[CH:25][CH:24]=[C:23]([C:27]([F:30])([F:29])[F:28])[N:22]=2)=[O:19])[CH2:3][CH2:2]1.Br[CH2:32][CH2:33][F:34].C(=O)([O-])[O-].[Cs+].[Cs+].C(=O)(O)[O-].[Na+]. The catalyst is O1CCOCC1. The product is [F:34][CH2:33][CH2:32][N:1]1[CH2:6][CH2:5][CH:4]([C:7]2[CH:8]=[C:9]3[C:14](=[CH:15][CH:16]=2)[N:13]=[CH:12][CH:11]=[C:10]3[NH:17][C:18]([NH:20][C:21]2[CH:26]=[CH:25][CH:24]=[C:23]([C:27]([F:28])([F:29])[F:30])[N:22]=2)=[O:19])[CH2:3][CH2:2]1. The yield is 0.300. (3) The reactants are I(Cl)(=O)=O.I([Cl:8])(=O)=O.C([N+](C)(C)C)C1C=CC=CC=1.[C:20]([C:23]1[C:28]2[O:29][CH2:30][C:31](=[O:33])[NH:32][C:27]=2[C:26]([O:34][CH2:35][C:36]2[CH:41]=[CH:40][CH:39]=[CH:38][CH:37]=2)=[CH:25][CH:24]=1)(=[O:22])[CH3:21].C(O)(=O)C.S(=O)(=O)(O)[O-].[Na+]. The catalyst is ClCCl.CCOCC.O. The product is [CH2:35]([O:34][C:26]1[C:27]2[NH:32][C:31](=[O:33])[CH2:30][O:29][C:28]=2[C:23]([C:20](=[O:22])[CH2:21][Cl:8])=[CH:24][CH:25]=1)[C:36]1[CH:41]=[CH:40][CH:39]=[CH:38][CH:37]=1. The yield is 0.940. (4) The catalyst is CC([O-])=O.CC([O-])=O.[Pd+2]. The yield is 0.760. The reactants are [C:1]([O:10][CH3:11])(=[O:9])[C:2]1[C:3](=[CH:5][CH:6]=[CH:7][CH:8]=1)[NH2:4].[C:21](P([C:21]([CH3:24])([CH3:23])[CH3:22])[C:21]([CH3:24])([CH3:23])[CH3:22])([CH3:24])([CH3:23])[CH3:22].[C:25]([O-:28])([O-])=[O:26].[Cs+].[Cs+].[C:31]1([CH3:37])[CH:36]=[CH:35][CH:34]=[CH:33][CH:32]=1. The product is [CH3:11][O:10][C:1]([C:2]1[CH:8]=[CH:7][CH:6]=[CH:5][C:3]=1[NH:4][C:7]1[CH:8]=[CH:2][C:3]2[N:4]([C:25]([O:28][C:21]([CH3:22])([CH3:23])[CH3:24])=[O:26])[C:36]3[C:31]([C:37]=2[CH:6]=1)=[CH:32][CH:33]=[CH:34][CH:35]=3)=[O:9].